This data is from Full USPTO retrosynthesis dataset with 1.9M reactions from patents (1976-2016). The task is: Predict the reactants needed to synthesize the given product. (1) Given the product [Br:10][C:11]1[CH:12]=[CH:13][C:14]([O:20][CH2:5][C:4]2[CH:7]=[CH:8][CH:9]=[C:2]([Cl:1])[CH:3]=2)=[C:15]([CH:19]=1)[C:16]([O:18][CH2:5][C:4]1[CH:7]=[CH:8][CH:9]=[C:2]([Cl:1])[CH:3]=1)=[O:17], predict the reactants needed to synthesize it. The reactants are: [Cl:1][C:2]1[CH:3]=[C:4]([CH:7]=[CH:8][CH:9]=1)[CH2:5]Br.[Br:10][C:11]1[CH:12]=[CH:13][C:14]([OH:20])=[C:15]([CH:19]=1)[C:16]([OH:18])=[O:17].C(=O)([O-])[O-].[K+].[K+]. (2) The reactants are: [N+:1]([C:4]1[CH:5]=[CH:6][C:7]([OH:10])=[N:8][CH:9]=1)([O-:3])=[O:2].[Cl:11]([O-])(=O)=O.[K+]. Given the product [Cl:11][C:6]1[C:7]([OH:10])=[N:8][CH:9]=[C:4]([N+:1]([O-:3])=[O:2])[CH:5]=1, predict the reactants needed to synthesize it. (3) Given the product [Cl:1][C:2]1[C:3]([F:45])=[C:4]([C@@H:8]2[C@:12]([C:15]3[CH:20]=[CH:19][C:18]([Cl:21])=[CH:17][C:16]=3[F:22])([C:13]#[N:14])[C@H:11]([CH2:23][C:24]([CH3:27])([CH3:26])[CH3:25])[NH:10][C@H:9]2[C:28]([NH:30][C:31]2[CH:42]=[CH:41][C:34]([C:35]([O:37][CH2:38][CH2:39][O:58][P:51]([O:50][C:46]([CH3:49])([CH3:48])[CH3:47])([O:53][C:54]([CH3:55])([CH3:56])[CH3:57])=[O:52])=[O:36])=[CH:33][C:32]=2[O:43][CH3:44])=[O:29])[CH:5]=[CH:6][CH:7]=1, predict the reactants needed to synthesize it. The reactants are: [Cl:1][C:2]1[C:3]([F:45])=[C:4]([C@@H:8]2[C@:12]([C:15]3[CH:20]=[CH:19][C:18]([Cl:21])=[CH:17][C:16]=3[F:22])([C:13]#[N:14])[C@H:11]([CH2:23][C:24]([CH3:27])([CH3:26])[CH3:25])[NH:10][C@H:9]2[C:28]([NH:30][C:31]2[CH:42]=[CH:41][C:34]([C:35]([O:37][CH2:38][CH2:39]I)=[O:36])=[CH:33][C:32]=2[O:43][CH3:44])=[O:29])[CH:5]=[CH:6][CH:7]=1.[C:46]([O:50][P:51]([O-:58])([O:53][C:54]([CH3:57])([CH3:56])[CH3:55])=[O:52])([CH3:49])([CH3:48])[CH3:47].[K+]. (4) Given the product [C:26]([O:25][C:23]([N:20]1[CH2:21][CH2:22][C@@H:18]([N:17]([C:15](=[O:16])[C:14]2[CH:13]=[CH:12][C:11]([N:7]3[C:6]4[CH:32]=[CH:33][C:3]([C:1]#[N:2])=[CH:4][C:5]=4[N:9]=[C:8]3[CH3:10])=[CH:31][CH:30]=2)[CH3:34])[CH2:19]1)=[O:24])([CH3:28])([CH3:29])[CH3:27], predict the reactants needed to synthesize it. The reactants are: [C:1]([C:3]1[CH:33]=[CH:32][C:6]2[N:7]([C:11]3[CH:31]=[CH:30][C:14]([C:15]([NH:17][C@@H:18]4[CH2:22][CH2:21][N:20]([C:23]([O:25][C:26]([CH3:29])([CH3:28])[CH3:27])=[O:24])[CH2:19]4)=[O:16])=[CH:13][CH:12]=3)[C:8]([CH3:10])=[N:9][C:5]=2[CH:4]=1)#[N:2].[CH3:34]O. (5) The reactants are: [CH:1]1[C:9]2[C:8]3[CH:10]=[CH:11][CH:12]=[CH:13][C:7]=3[O:6][C:5]=2[CH:4]=[CH:3][C:2]=1[CH:14]=[O:15].[OH-:16].[Na+]. Given the product [CH:1]1[C:9]2[C:8]3[CH:10]=[CH:11][CH:12]=[CH:13][C:7]=3[O:6][C:5]=2[CH:4]=[CH:3][C:2]=1[C:14]([OH:16])=[O:15], predict the reactants needed to synthesize it. (6) Given the product [CH3:1][O:2][C:3]([NH:5][C@H:6]([C:11]([N:13]1[C@@H:17]([CH3:18])[CH2:16][CH2:15][C@H:14]1[C:19]1[NH:23][C:22]2[C:24]3[C:29]([CH:30]=[CH:31][C:21]=2[N:20]=1)=[CH:28][C:27]1[C:32]2[C:37]([CH2:38][O:39][C:26]=1[CH:25]=3)=[CH:36][C:35]([C:40]1[NH:44][C:43]([C@@H:45]3[CH2:49][CH2:48][C@H:47]([CH3:50])[N:46]3[C:51](=[O:61])[C@@H:52]([NH:56][C:57](=[O:60])[O:58][CH3:59])[CH:53]([CH3:54])[CH3:55])=[N:42][CH:41]=1)=[CH:34][CH:33]=2)=[O:12])[CH2:7][O:8][CH3:9])=[O:4], predict the reactants needed to synthesize it. The reactants are: [CH3:1][O:2][C:3]([NH:5][C@H:6]([C:11]([N:13]1[C@@H:17]([CH3:18])[CH2:16][CH2:15][C@H:14]1[C:19]1[NH:23][C:22]2[C:24]3[C:29]([CH:30]=[CH:31][C:21]=2[N:20]=1)=[CH:28][C:27]1[C:32]2[C:37]([CH2:38][O:39][C:26]=1[CH:25]=3)=[CH:36][C:35]([C:40]1[NH:44][C:43]([C@@H:45]3[CH2:49][CH2:48][C@H:47]([CH3:50])[N:46]3[C:51](=[O:61])[C@@H:52]([NH:56][C:57](=[O:60])[O:58][CH3:59])[CH:53]([CH3:55])[CH3:54])=[N:42][CH:41]=1)=[CH:34][CH:33]=2)=[O:12])[C@@H:7](C)[O:8][CH3:9])=[O:4].COC[C@H](NC(OC)=O)C(O)=O. (7) Given the product [CH3:7][N:3]([CH2:8][C:9]1[CH:14]=[CH:13][C:12]([NH2:15])=[CH:11][CH:10]=1)[CH3:4], predict the reactants needed to synthesize it. The reactants are: Cl.Cl.[N:3]1([CH2:8][C:9]2[CH:14]=[CH:13][C:12]([NH2:15])=[CH:11][CH:10]=2)[CH2:7]CC[CH2:4]1.CNC.